The task is: Predict the reactants needed to synthesize the given product.. This data is from Full USPTO retrosynthesis dataset with 1.9M reactions from patents (1976-2016). Given the product [CH3:26][S:27][C:28]1[CH:29]=[C:30]([S:34][C:8]2[CH:9]=[CH:10][C:5]([C:3]([O:2][CH3:1])=[O:4])=[CH:6][CH:7]=2)[CH:31]=[CH:32][CH:33]=1, predict the reactants needed to synthesize it. The reactants are: [CH3:1][O:2][C:3]([C:5]1[CH:10]=[CH:9][C:8](B(O)O)=[CH:7][CH:6]=1)=[O:4].N1C=CC=CC=1C1C=CC=CN=1.[CH3:26][S:27][C:28]1[CH:29]=[C:30]([SH:34])[CH:31]=[CH:32][CH:33]=1.O.